Task: Predict which catalyst facilitates the given reaction.. Dataset: Catalyst prediction with 721,799 reactions and 888 catalyst types from USPTO (1) Reactant: [CH3:1][O:2][C:3]1[CH:4]=[C:5]([C:11]2[C:16]([C:17]3[CH:22]=[CH:21][C:20]([F:23])=[CH:19][CH:18]=3)=[C:15]([CH3:24])[N:14]=[CH:13][C:12]=2[C:25]([CH3:28])([CH3:27])O)[CH:6]=[C:7]([O:9][CH3:10])[CH:8]=1.C1(C)C=CC(S(O)(=O)=O)=CC=1.C(=O)(O)[O-].[Na+]. Product: [CH3:10][O:9][C:7]1[CH:6]=[C:5]([C:11]2[C:12]([C:25]([CH3:28])=[CH2:27])=[CH:13][N:14]=[C:15]([CH3:24])[C:16]=2[C:17]2[CH:22]=[CH:21][C:20]([F:23])=[CH:19][CH:18]=2)[CH:4]=[C:3]([O:2][CH3:1])[CH:8]=1. The catalyst class is: 11. (2) Reactant: [Si:1]([O:8][C@H:9]1[CH2:20][C:19](=[O:21])[O:18][C@H:17](/[C:22](/[CH3:47])=[CH:23]/[CH:24](O)[CH:25](O)[C@@H](C)C[C@@H]2[C@@H]([C@H](C)[C@@H](O[Si](C(C)(C)C)(C)C)CC)O2)[C@@H:16]([CH3:48])[CH:15]=[CH:14][C@@H:13]2[O:49][CH:50]([C:52]3[CH:57]=[CH:56][CH:55]=[CH:54][CH:53]=3)[O:51][C@:12]2([CH3:58])[CH2:11][CH2:10]1)([C:4]([CH3:7])([CH3:6])[CH3:5])([CH3:3])[CH3:2].I([O-])(=O)(=O)=O.[Na+]. Product: [Si:1]([O:8][C@H:9]1[CH2:20][C:19](=[O:21])[O:18][C@H:17](/[C:22](/[CH3:47])=[CH:23]/[CH:24]=[CH2:25])[C@@H:16]([CH3:48])[CH:15]=[CH:14][C@@H:13]2[O:49][CH:50]([C:52]3[CH:53]=[CH:54][CH:55]=[CH:56][CH:57]=3)[O:51][C@:12]2([CH3:58])[CH2:11][CH2:10]1)([C:4]([CH3:5])([CH3:6])[CH3:7])([CH3:2])[CH3:3]. The catalyst class is: 299. (3) Reactant: [Cl:1][C:2]1[CH:7]=[CH:6][C:5]([CH2:8]Cl)=[CH:4][N+:3]=1[O-:10].[CH3:11][N:12]1[CH2:18][CH2:17][CH2:16][NH:15][CH2:14][CH2:13]1.C([O-])([O-])=O.[K+].[K+]. Product: [Cl:1][C:2]1[N+:3]([O-:10])=[CH:4][C:5]([CH2:8][N:15]2[CH2:16][CH2:17][CH2:18][N:12]([CH3:11])[CH2:13][CH2:14]2)=[CH:6][CH:7]=1. The catalyst class is: 10. (4) Reactant: [O:1]=[O+][O-].C([C:6](=P(C1C=CC=CC=1)(C1C=CC=CC=1)C1C=CC=CC=1)[C:7]([C@@H:9]([NH:14][C:15](=[O:35])[O:16][C@@H:17]([CH2:23][C:24]1[O:25][C:26]([C:29]2[CH:34]=[CH:33][CH:32]=[CH:31][CH:30]=2)=[N:27][N:28]=1)[C:18]([CH3:22])([CH3:21])[CH2:19][CH3:20])[CH2:10][CH2:11][CH2:12][CH3:13])=[O:8])#N.[CH3:55][C@@H:56]([NH2:63])[C:57]1[CH:62]=[CH:61][CH:60]=[CH:59][CH:58]=1. Product: [O:1]=[C:6]([NH:63][C@@H:56]([C:57]1[CH:62]=[CH:61][CH:60]=[CH:59][CH:58]=1)[CH3:55])[C:7]([C@@H:9]([NH:14][C:15](=[O:35])[O:16][C@@H:17]([CH2:23][C:24]1[O:25][C:26]([C:29]2[CH:30]=[CH:31][CH:32]=[CH:33][CH:34]=2)=[N:27][N:28]=1)[C:18]([CH3:21])([CH3:22])[CH2:19][CH3:20])[CH2:10][CH2:11][CH2:12][CH3:13])=[O:8]. The catalyst class is: 4. (5) Reactant: [CH2:1]([N:8]1[CH2:19][CH2:18][C:11]2[N:12]=[C:13]([Cl:17])[N:14]=[C:15](Cl)[C:10]=2[CH2:9]1)[C:2]1[CH:7]=[CH:6][CH:5]=[CH:4][CH:3]=1.[Cl-].[CH3:21][O:22][C@@H:23]1[CH2:28][CH2:27][NH2+:26][CH2:25][C:24]1([CH3:30])[CH3:29]. Product: [CH2:1]([N:8]1[CH2:19][CH2:18][C:11]2[N:12]=[C:13]([Cl:17])[N:14]=[C:15]([N:26]3[CH2:27][CH2:28][C@@H:23]([O:22][CH3:21])[C:24]([CH3:30])([CH3:29])[CH2:25]3)[C:10]=2[CH2:9]1)[C:2]1[CH:7]=[CH:6][CH:5]=[CH:4][CH:3]=1. The catalyst class is: 41.